The task is: Regression. Given two drug SMILES strings and cell line genomic features, predict the synergy score measuring deviation from expected non-interaction effect.. This data is from NCI-60 drug combinations with 297,098 pairs across 59 cell lines. (1) Drug 1: C1CN1P(=S)(N2CC2)N3CC3. Drug 2: CN1C2=C(C=C(C=C2)N(CCCl)CCCl)N=C1CCCC(=O)O.Cl. Cell line: 786-0. Synergy scores: CSS=14.7, Synergy_ZIP=5.23, Synergy_Bliss=4.92, Synergy_Loewe=-16.4, Synergy_HSA=2.99. (2) Drug 1: CCC1(CC2CC(C3=C(CCN(C2)C1)C4=CC=CC=C4N3)(C5=C(C=C6C(=C5)C78CCN9C7C(C=CC9)(C(C(C8N6C)(C(=O)OC)O)OC(=O)C)CC)OC)C(=O)OC)O.OS(=O)(=O)O. Drug 2: C1=NC(=NC(=O)N1C2C(C(C(O2)CO)O)O)N. Cell line: NCI-H322M. Synergy scores: CSS=5.24, Synergy_ZIP=-0.542, Synergy_Bliss=10.5, Synergy_Loewe=-4.71, Synergy_HSA=-3.20.